From a dataset of Full USPTO retrosynthesis dataset with 1.9M reactions from patents (1976-2016). Predict the reactants needed to synthesize the given product. (1) The reactants are: Cl[C:2]1[N:7]=[CH:6][N:5]=[C:4]([C:8]2[C:12]3[C:13]([NH:17][CH:18]([CH3:20])[CH3:19])=[N:14][CH:15]=[CH:16][C:11]=3[N:10](C(C3C=CC=CC=3)(C3C=CC=CC=3)C3C=CC=CC=3)[N:9]=2)[CH:3]=1.C(NC1C2C([Sn](C)(C)C)=NN(C(C3C=CC=CC=3)(C3C=CC=CC=3)C3C=CC=CC=3)C=2C=CN=1)(C)C.ClC1C=C(Cl)N=CN=1.[Li+].[Cl-]. Given the product [CH:18]([NH:17][C:13]1[C:12]2[C:8]([C:4]3[CH:3]=[CH:2][N:7]=[CH:6][N:5]=3)=[N:9][NH:10][C:11]=2[CH:16]=[CH:15][N:14]=1)([CH3:20])[CH3:19], predict the reactants needed to synthesize it. (2) Given the product [F:1][C:2]1[CH:7]=[CH:6][C:5]([I:8])=[CH:4][C:3]=1[OH:12], predict the reactants needed to synthesize it. The reactants are: [F:1][C:2]1[CH:7]=[CH:6][C:5]([I:8])=[CH:4][C:3]=1B(O)O.[OH:12]O.[OH-].[Na+].